Dataset: Full USPTO retrosynthesis dataset with 1.9M reactions from patents (1976-2016). Task: Predict the reactants needed to synthesize the given product. (1) Given the product [CH3:17][C:13]1[C:12]2[O:9][C:8]([C:7]3[C:2]([NH2:1])=[N:3][CH:4]=[C:5]([C:19]4[CH:20]=[N:21][N:22]([CH:24]5[CH2:25][CH2:26][N:27]([CH3:30])[CH2:28][CH2:29]5)[CH:23]=4)[CH:6]=3)=[N:10][C:11]=2[CH:16]=[CH:15][CH:14]=1, predict the reactants needed to synthesize it. The reactants are: [NH2:1][C:2]1[C:7]([C:8]([NH:10][C:11]2[CH:16]=[CH:15][CH:14]=[C:13]([CH3:17])[C:12]=2O)=[O:9])=[CH:6][C:5]([C:19]2[CH:20]=[N:21][N:22]([CH:24]3[CH2:29][CH2:28][N:27]([CH3:30])[CH2:26][CH2:25]3)[CH:23]=2)=[CH:4][N:3]=1.C(O)(C(F)(F)F)=O. (2) Given the product [CH3:1][S:2]([NH:5][C:6]1[CH:7]=[C:8]2[C:12](=[CH:13][CH:14]=1)[C:11](=[O:15])[N:10]([CH2:16][C:17]([OH:19])=[O:18])[C:9]2=[O:21])(=[O:3])=[O:4], predict the reactants needed to synthesize it. The reactants are: [CH3:1][S:2]([NH:5][C:6]1[CH:7]=[C:8]2[C:12](=[CH:13][CH:14]=1)[C:11](=[O:15])[N:10]([CH2:16][C:17]([O:19]C)=[O:18])[C:9]2=[O:21])(=[O:4])=[O:3].Cl. (3) Given the product [Cl:8][C:4]1[CH:5]=[CH:6][CH:7]=[C:2]([Cl:1])[C:3]=1[NH:9][C:10]1[NH:11][C:12]2[C:21]3[C:20](=[O:22])[NH:19][C:18]([CH3:27])=[C:17]([CH3:24])[C:16]=3[CH:15]=[CH:14][C:13]=2[N:26]=1, predict the reactants needed to synthesize it. The reactants are: [Cl:1][C:2]1[CH:7]=[CH:6][CH:5]=[C:4]([Cl:8])[C:3]=1[NH:9][C:10]1[NH:11][C:12]2[C:21]3[C:20](=[O:22])[NH:19][CH:18](O)[C:17](C)([CH3:24])[C:16]=3[CH:15]=[CH:14][C:13]=2[N:26]=1.[C:27]([O-])(O)=O.[Na+]. (4) The reactants are: [CH3:1][C:2]1[CH:12]=[C:11]([O:13][CH3:14])[C:10]([O:15][CH2:16][C:17]2[CH:22]=[CH:21][CH:20]=[CH:19][CH:18]=2)=[CH:9][C:3]=1[CH:4]=[CH:5][C:6]([OH:8])=O.[CH2:23]([O:30][C:31]1[CH:32]=[C:33]([CH2:39][CH2:40][NH2:41])[CH:34]=[CH:35][C:36]=1[O:37][CH3:38])[C:24]1[CH:29]=[CH:28][CH:27]=[CH:26][CH:25]=1.CN(C(ON1N=NC2C=CC=NC1=2)=[N+](C)C)C.F[P-](F)(F)(F)(F)F.C(N(C(C)C)CC)(C)C. Given the product [CH2:16]([O:15][C:10]1[C:11]([O:13][CH3:14])=[CH:12][C:2]([CH3:1])=[C:3](/[CH:4]=[CH:5]/[C:6]([NH:41][CH2:40][CH2:39][C:33]2[CH:34]=[CH:35][C:36]([O:37][CH3:38])=[C:31]([O:30][CH2:23][C:24]3[CH:29]=[CH:28][CH:27]=[CH:26][CH:25]=3)[CH:32]=2)=[O:8])[CH:9]=1)[C:17]1[CH:22]=[CH:21][CH:20]=[CH:19][CH:18]=1, predict the reactants needed to synthesize it. (5) Given the product [CH3:6][C@H:5]([NH:7][C:8](=[O:17])[O:9][CH2:10][C:11]1[CH:12]=[CH:13][CH:14]=[CH:15][CH:16]=1)[C:4]([C:30]1[N:31]=[CH:32][N:33]([CH3:35])[CH:34]=1)=[O:18], predict the reactants needed to synthesize it. The reactants are: CON(C)[C:4](=[O:18])[C@@H:5]([NH:7][C:8](=[O:17])[O:9][CH2:10][C:11]1[CH:16]=[CH:15][CH:14]=[CH:13][CH:12]=1)[CH3:6].C([Mg]Cl)(C)C.C([Mg]Br)C.I[C:30]1[N:31]=[CH:32][N:33]([CH3:35])[CH:34]=1.[NH4+].[Cl-]. (6) Given the product [C:3]([O:7][C:6]([C:3]1[CH:4]=[CH:5][NH:1][CH:2]=1)=[O:8])([CH3:6])([CH3:4])[CH3:2], predict the reactants needed to synthesize it. The reactants are: [NH:1]1[CH:5]=[CH:4][C:3]([C:6]([OH:8])=[O:7])=[CH:2]1. (7) The reactants are: ON1C2C=CC=CC=2N=N1.Cl.[CH3:12][O:13][CH:14]1[CH2:19][CH2:18][NH:17][CH2:16][CH2:15]1.CN1C=CC([C:26]2[C:27]([C:37]([OH:39])=O)=[N:28][N:29]([C:31]3[CH:32]=[N:33][CH:34]=[CH:35][CH:36]=3)[CH:30]=2)=C1.Cl.[CH3:41][N:42]([CH3:51])[CH2:43][CH2:44][CH2:45]N=C=NCC. Given the product [CH3:41][N:42]1[CH:51]=[CH:45][C:44]([C:30]2[N:29]([C:31]3[CH:32]=[N:33][CH:34]=[CH:35][CH:36]=3)[N:28]=[C:27]([C:37]([N:17]3[CH2:18][CH2:19][CH:14]([O:13][CH3:12])[CH2:15][CH2:16]3)=[O:39])[CH:26]=2)=[CH:43]1, predict the reactants needed to synthesize it. (8) Given the product [CH2:3]([O:10][C:11]1[C:16](=[O:17])[C:15]([CH2:18][C:19]([F:22])([F:21])[F:20])=[CH:14][N:13]([CH3:24])[C:12]=1[CH3:23])[C:4]1[CH:5]=[CH:6][CH:7]=[CH:8][CH:9]=1, predict the reactants needed to synthesize it. The reactants are: CI.[CH2:3]([O:10][C:11]1[C:16](=[O:17])[C:15]([CH2:18][C:19]([F:22])([F:21])[F:20])=[CH:14][NH:13][C:12]=1[CH3:23])[C:4]1[CH:9]=[CH:8][CH:7]=[CH:6][CH:5]=1.[C:24](=O)([O-])[O-].[K+].[K+].